The task is: Predict the product of the given reaction.. This data is from Forward reaction prediction with 1.9M reactions from USPTO patents (1976-2016). (1) Given the reactants [C:1]1(=[O:11])[C:5]2([CH2:10][CH2:9][NH:8][CH2:7][CH2:6]2)[CH2:4][CH2:3][NH:2]1.[Cl:12][C:13]1[N:21]=[C:20]2[C:16]([N:17]=[C:18]([CH:24]=O)[N:19]2[CH2:22][CH3:23])=[C:15]([N:26]2[CH2:31][CH2:30][O:29][CH2:28][CH2:27]2)[N:14]=1.C(O[BH-](OC(=O)C)OC(=O)C)(=O)C.[Na+], predict the reaction product. The product is: [Cl:12][C:13]1[N:21]=[C:20]2[C:16]([N:17]=[C:18]([CH2:24][N:8]3[CH2:9][CH2:10][C:5]4([C:1](=[O:11])[NH:2][CH2:3][CH2:4]4)[CH2:6][CH2:7]3)[N:19]2[CH2:22][CH3:23])=[C:15]([N:26]2[CH2:27][CH2:28][O:29][CH2:30][CH2:31]2)[N:14]=1. (2) Given the reactants [NH:1]1[C:9]2[C:4](=[CH:5][C:6]([O:10][C:11]3[C:20]4[C:15](=[CH:16][C:17]([O:23][CH3:24])=[C:18]([O:21][CH3:22])[CH:19]=4)[N:14]=[CH:13][CH:12]=3)=[CH:7][CH:8]=2)[CH:3]=[CH:2]1.[H-].[Na+].[S:27]1[CH:31]=[CH:30][N:29]=[C:28]1[NH:32][C:33](=O)[O:34]C1C=CC=CC=1.O, predict the reaction product. The product is: [S:27]1[CH:31]=[CH:30][N:29]=[C:28]1[NH:32][C:33]([N:1]1[C:9]2[C:4](=[CH:5][C:6]([O:10][C:11]3[C:20]4[C:15](=[CH:16][C:17]([O:23][CH3:24])=[C:18]([O:21][CH3:22])[CH:19]=4)[N:14]=[CH:13][CH:12]=3)=[CH:7][CH:8]=2)[CH:3]=[CH:2]1)=[O:34]. (3) Given the reactants S(Cl)([Cl:3])=O.[OH:5][C@H:6]1[CH2:10][NH:9][C@H:8]([C:11]([OH:13])=[O:12])[CH2:7]1.[CH3:14]O, predict the reaction product. The product is: [ClH:3].[OH:5][C@H:6]1[CH2:10][NH:9][C@H:8]([C:11]([O:13][CH3:14])=[O:12])[CH2:7]1. (4) Given the reactants [F:1][C:2]1[CH:29]=[CH:28][C:5]([CH2:6][N:7]2[C:11]3=[CH:12][N:13]=[C:14]([C:24]([O:26][CH3:27])=[O:25])[C:15](OS(C(F)(F)F)(=O)=O)=[C:10]3[CH:9]=[CH:8]2)=[CH:4][CH:3]=1.[Cl-].[Li+].[CH:32](N(CC)C(C)C)([CH3:34])[CH3:33].C#CC, predict the reaction product. The product is: [F:1][C:2]1[CH:29]=[CH:28][C:5]([CH2:6][N:7]2[C:11]3=[CH:12][N:13]=[C:14]([C:24]([O:26][CH3:27])=[O:25])[C:15]([C:33]#[C:32][CH3:34])=[C:10]3[CH:9]=[CH:8]2)=[CH:4][CH:3]=1. (5) The product is: [CH3:20][O:21][CH2:22][CH2:23][CH2:24][NH:25][C:2]1[N:7]2[N:8]=[C:9]([NH:11][C:12](=[O:19])[C:13]3[CH:18]=[CH:17][CH:16]=[CH:15][CH:14]=3)[N:10]=[C:6]2[CH:5]=[CH:4][CH:3]=1. Given the reactants Cl[C:2]1[N:7]2[N:8]=[C:9]([NH:11][C:12](=[O:19])[C:13]3[CH:18]=[CH:17][CH:16]=[CH:15][CH:14]=3)[N:10]=[C:6]2[CH:5]=[CH:4][CH:3]=1.[CH3:20][O:21][CH2:22][CH2:23][CH2:24][NH2:25], predict the reaction product. (6) The product is: [Br:25][CH2:48][C:46]1[C:45]([O:50][CH3:51])=[CH:44][C:35]2[C@H:36]([C:38]3[CH:43]=[CH:42][CH:41]=[CH:40][CH:39]=3)[NH:37][C@@:31]([CH2:27][CH2:28][CH2:29][CH3:30])([CH2:54][CH3:55])[CH2:32][S:33](=[O:52])(=[O:53])[C:34]=2[CH:47]=1. Given the reactants N1C=CN=C1.C1(P(C2C=CC=CC=2)C2C=CC=CC=2)C=CC=CC=1.[Br:25]Br.[CH2:27]([C@@:31]1([CH2:54][CH3:55])[NH:37][C@@H:36]([C:38]2[CH:43]=[CH:42][CH:41]=[CH:40][CH:39]=2)[C:35]2[CH:44]=[C:45]([O:50][CH3:51])[C:46]([CH2:48]O)=[CH:47][C:34]=2[S:33](=[O:53])(=[O:52])[CH2:32]1)[CH2:28][CH2:29][CH3:30].S([O-])([O-])=O.[Na+].[Na+], predict the reaction product. (7) Given the reactants [Br:1][C:2]1[CH:7]=[CH:6][C:5]([CH3:8])=[C:4]([F:9])[CH:3]=1.[CH:10]([N-]C(C)C)(C)C.[Li+].[C:18](=[O:20])=[O:19], predict the reaction product. The product is: [CH3:10][C:6]1[CH:7]=[C:2]([Br:1])[C:3]([C:18]([OH:20])=[O:19])=[C:4]([F:9])[C:5]=1[CH3:8].